From a dataset of Full USPTO retrosynthesis dataset with 1.9M reactions from patents (1976-2016). Predict the reactants needed to synthesize the given product. (1) Given the product [CH:1]1([C:5]2[C:10]([O:11][CH2:24][C:25]3[CH:26]=[C:27]([CH:30]=[CH:31][CH:32]=3)[C:28]#[N:29])=[C:9]([F:12])[C:8]([C:13]3[CH:22]=[N:21][C:20]4[NH:19][CH2:18][CH2:17][O:16][C:15]=4[CH:14]=3)=[CH:7][CH:6]=2)[CH2:2][CH2:3][CH2:4]1, predict the reactants needed to synthesize it. The reactants are: [CH:1]1([C:5]2[C:10]([OH:11])=[C:9]([F:12])[C:8]([C:13]3[CH:22]=[N:21][C:20]4[NH:19][CH2:18][CH2:17][O:16][C:15]=4[CH:14]=3)=[CH:7][CH:6]=2)[CH2:4][CH2:3][CH2:2]1.Br[CH2:24][C:25]1[CH:26]=[C:27]([CH:30]=[CH:31][CH:32]=1)[C:28]#[N:29]. (2) Given the product [O:1]=[C:2]1[C:7]([C:8]([NH:17][C@@H:18]([CH2:26][CH2:27][CH2:28][NH:29][C:30]([NH:32][S:33]([C:36]2[C:37]([CH3:50])=[C:38]3[C:43](=[C:44]([CH3:47])[C:45]=2[CH3:46])[O:42][C:41]([CH3:49])([CH3:48])[CH2:40][CH2:39]3)(=[O:34])=[O:35])=[NH:31])[C:19]([O:21][C:22]([CH3:23])([CH3:24])[CH3:25])=[O:20])=[O:10])=[CH:6][CH:5]=[CH:4][N:3]1[C:11]1[CH:16]=[CH:15][CH:14]=[CH:13][CH:12]=1, predict the reactants needed to synthesize it. The reactants are: [O:1]=[C:2]1[C:7]([C:8]([OH:10])=O)=[CH:6][CH:5]=[CH:4][N:3]1[C:11]1[CH:16]=[CH:15][CH:14]=[CH:13][CH:12]=1.[NH2:17][C@@H:18]([CH2:26][CH2:27][CH2:28][NH:29][C:30]([NH:32][S:33]([C:36]1[C:37]([CH3:50])=[C:38]2[C:43](=[C:44]([CH3:47])[C:45]=1[CH3:46])[O:42][C:41]([CH3:49])([CH3:48])[CH2:40][CH2:39]2)(=[O:35])=[O:34])=[NH:31])[C:19]([O:21][C:22]([CH3:25])([CH3:24])[CH3:23])=[O:20].CN(C(ON1N=NC2C=CC=CC1=2)=[N+](C)C)C.F[P-](F)(F)(F)(F)F.CCN(C(C)C)C(C)C. (3) Given the product [Cl:1][CH2:2][CH2:3][CH2:4][O:5][C:6]1[CH:11]=[CH:10][C:9]([C:12]2[N:13]3[C:17](=[CH:16][CH:15]=[N:14]3)[N:18]=[C:19]3[C:20]=2[CH2:21][CH2:22][CH2:25]3)=[CH:8][CH:7]=1, predict the reactants needed to synthesize it. The reactants are: [Cl:1][CH2:2][CH2:3][CH2:4][O:5][C:6]1[CH:11]=[CH:10][C:9]([C:12]2[N:13]3[C:17]([N:18]=[C:19]4[CH2:25]CC[CH2:22][CH2:21][C:20]=24)=[CH:16][CH:15]=[N:14]3)=[CH:8][CH:7]=1.N1N2C(N=C3C(=C2C2C=CC(O)=CC=2)CCC3)=CC=1.BrCCCCl. (4) Given the product [Br:24][C:22]1[CH:21]=[C:4]([CH2:5][O:6][C:7]2[CH:12]=[CH:11][CH:10]=[CH:9][C:8]=2[CH2:13][C:14]([O:16][C:17]([CH3:20])([CH3:19])[CH3:18])=[O:15])[CH:3]=[C:2]([C:37]2[CH:38]=[CH:39][CH:40]=[C:35]([C@H:33]([NH:32][C:30]([O:29][C:25]([CH3:28])([CH3:27])[CH3:26])=[O:31])[CH3:34])[C:36]=2[F:64])[CH:23]=1, predict the reactants needed to synthesize it. The reactants are: Br[C:2]1[CH:3]=[C:4]([CH:21]=[C:22]([Br:24])[CH:23]=1)[CH2:5][O:6][C:7]1[CH:12]=[CH:11][CH:10]=[CH:9][C:8]=1[CH2:13][C:14]([O:16][C:17]([CH3:20])([CH3:19])[CH3:18])=[O:15].[C:25]([O:29][C:30]([NH:32][C@@H:33]([C:35]1[C:36]([F:64])=[C:37](C2C=C(O)C=C(COC3C=CC=CC=3CC(OC(C)(C)C)=O)C=2)[CH:38]=[CH:39][CH:40]=1)[CH3:34])=[O:31])([CH3:28])([CH3:27])[CH3:26].